This data is from Forward reaction prediction with 1.9M reactions from USPTO patents (1976-2016). The task is: Predict the product of the given reaction. Given the reactants CN([CH:4]=[C:5]1[C:10](=O)[CH2:9][CH2:8][N:7]([CH3:12])[CH2:6]1)C.[C:13]([CH2:15][C:16]([NH2:18])=[S:17])#[N:14].CC[O-].[Na+].Cl, predict the reaction product. The product is: [CH3:12][N:7]1[CH2:8][CH2:9][C:10]2[N:18]=[C:16]([SH:17])[C:15]([C:13]#[N:14])=[CH:4][C:5]=2[CH2:6]1.